From a dataset of Full USPTO retrosynthesis dataset with 1.9M reactions from patents (1976-2016). Predict the reactants needed to synthesize the given product. (1) Given the product [F:11][C:12]1([F:18])[CH2:17][CH2:16][N:15]([C:2]2[N:3]=[CH:4][N:5]=[C:6]([N:8]3[C:40](=[O:41])[C:39]([N:45]4[CH:49]=[C:48]([C:50]#[N:51])[N:47]=[CH:46]4)=[CH:38][NH:9]3)[CH:7]=2)[CH2:14][CH2:13]1, predict the reactants needed to synthesize it. The reactants are: Cl[C:2]1[CH:7]=[C:6]([NH:8][NH2:9])[N:5]=[CH:4][N:3]=1.Cl.[F:11][C:12]1([F:18])[CH2:17][CH2:16][NH:15][CH2:14][CH2:13]1.C(N(C(C)C)C(C)C)C.FC(F)(F)C(O)=O.CN([CH:38]=[C:39]([N:45]1[CH:49]=[C:48]([C:50]#[N:51])[N:47]=[CH:46]1)[C:40](OCC)=[O:41])C. (2) Given the product [Cl:1][C:2]1[CH:7]=[CH:6][C:5]2[C:8]3[C:13](=[CH:12][N:11]=[CH:10][CH:9]=3)[C:14](=[O:15])[NH:16][C:4]=2[CH:3]=1, predict the reactants needed to synthesize it. The reactants are: [Cl:1][C:2]1[CH:7]=[CH:6][C:5]([C:8]2[C:13]([C:14]([NH2:16])=[O:15])=[CH:12][N:11]=[CH:10][CH:9]=2)=[C:4](F)[CH:3]=1.[H-].[Na+]. (3) Given the product [F:18][C:19]([F:24])([C:13]1[CH:14]=[C:8]([C:3]([F:15])([C:4]([F:7])([F:6])[F:5])[C:2]([F:16])([F:17])[F:1])[CH:9]=[CH:10][C:11]=1[NH2:12])[C:20]([F:23])([F:22])[F:21], predict the reactants needed to synthesize it. The reactants are: [F:1][C:2]([F:17])([F:16])[C:3]([F:15])([C:8]1[CH:14]=[CH:13][C:11]([NH2:12])=[CH:10][CH:9]=1)[C:4]([F:7])([F:6])[F:5].[F:18][C:19](I)([F:24])[C:20]([F:23])([F:22])[F:21]. (4) Given the product [Cl:27][C:24]1[CH:25]=[CH:26][C:21]([C:20]2[O:19][N:18]=[CH:17][C:16]=2[CH2:3][CH2:2][C:1]([OH:9])=[O:8])=[CH:22][C:23]=1[CH3:28], predict the reactants needed to synthesize it. The reactants are: [C:1]([O:9]CC)(=[O:8])[CH2:2][C:3](OCC)=O.[H-].[Na+].ClC[C:16]1[CH:17]=[N:18][O:19][C:20]=1[C:21]1[CH:26]=[CH:25][C:24]([Cl:27])=[C:23]([CH3:28])[CH:22]=1.Cl. (5) Given the product [CH3:3][C:4]([CH3:8])([CH3:7])[CH2:5][O:6][CH2:10][C:11]([OH:13])=[O:12], predict the reactants needed to synthesize it. The reactants are: [H-].[Na+].[CH3:3][C:4]([CH3:8])([CH3:7])[CH2:5][OH:6].Br[CH2:10][C:11]([OH:13])=[O:12]. (6) Given the product [CH3:42][C:30]1[CH:29]=[C:28]([NH:27][C:20]2[C:19]3[C:24](=[CH:25][CH:26]=[C:17]([NH:16][C:14]4[O:13][CH2:12][C:11]5([CH2:43][CH2:44][NH:8][CH2:9][CH2:10]5)[N:15]=4)[CH:18]=3)[N:23]=[CH:22][N:21]=2)[CH:33]=[CH:32][C:31]=1[O:34][C:35]1[CH:36]=[N:37][C:38]([CH3:41])=[CH:39][CH:40]=1, predict the reactants needed to synthesize it. The reactants are: C(OC([N:8]1[CH2:44][CH2:43][C:11]2([N:15]=[C:14]([NH:16][C:17]3[CH:18]=[C:19]4[C:24](=[CH:25][CH:26]=3)[N:23]=[CH:22][N:21]=[C:20]4[NH:27][C:28]3[CH:33]=[CH:32][C:31]([O:34][C:35]4[CH:36]=[N:37][C:38]([CH3:41])=[CH:39][CH:40]=4)=[C:30]([CH3:42])[CH:29]=3)[O:13][CH2:12]2)[CH2:10][CH2:9]1)=O)(C)(C)C.C(O)(C(F)(F)F)=O.